From a dataset of Forward reaction prediction with 1.9M reactions from USPTO patents (1976-2016). Predict the product of the given reaction. (1) Given the reactants [C:1]([O:5][C:6]([N:8]1[CH2:13][CH2:12][N:11]2[C:14]([S:18][CH3:19])=[N:15][C:16](I)=[C:10]2[CH:9]1[CH2:20][CH2:21][C:22]1[CH:27]=[CH:26][C:25]([C:28]([F:31])([F:30])[F:29])=[CH:24][CH:23]=1)=[O:7])([CH3:4])([CH3:3])[CH3:2], predict the reaction product. The product is: [C:1]([O:5][C:6]([N:8]1[CH2:13][CH2:12][N:11]2[C:14]([S:18][CH3:19])=[N:15][C:16]([C:28]([F:31])([F:30])[F:29])=[C:10]2[CH:9]1[CH2:20][CH2:21][C:22]1[CH:27]=[CH:26][C:25]([C:28]([F:31])([F:30])[F:29])=[CH:24][CH:23]=1)=[O:7])([CH3:4])([CH3:3])[CH3:2]. (2) Given the reactants Cl[C:2]1[N:7]=[C:6](Cl)[C:5]([C:9]([NH:11][CH2:12][C:13]2[CH:18]=[CH:17][C:16]([F:19])=[CH:15][CH:14]=2)=[O:10])=[CH:4][N:3]=1.[NH2:20][CH2:21][CH2:22][CH2:23][CH:24]([OH:28])[CH2:25][CH:26]=[CH2:27].CCN(C(C)C)C(C)C.[CH2:38]([NH2:46])[CH2:39][CH2:40][CH2:41][CH2:42][CH2:43][CH:44]=[CH2:45], predict the reaction product. The product is: [F:19][C:16]1[CH:17]=[CH:18][C:13]([CH2:12][NH:11][C:9]([C:5]2[C:6]([NH:20][CH2:21][CH2:22][CH2:23][CH:24]([OH:28])[CH2:25][CH:26]=[CH2:27])=[N:7][C:2]([NH:46][CH2:38][CH2:39][CH2:40][CH2:41][CH2:42][CH2:43][CH:44]=[CH2:45])=[N:3][CH:4]=2)=[O:10])=[CH:14][CH:15]=1. (3) Given the reactants [OH:1][C@@H:2]1[C@H:6]([OH:7])[C@@H:5]([CH2:8][OH:9])[O:4][C@H:3]1[N:10]1[CH:15]=[CH:14][N:13]=[C:12]([C:16]([O:18][CH3:19])=[O:17])[C:11]1=[O:20].C(OC)(OC)OC.O.[C:29]1(C)[CH:34]=CC(S(O)(=O)=O)=C[CH:30]=1, predict the reaction product. The product is: [OH:9][CH2:8][C@@H:5]1[C@H:6]2[O:7][C:29]([CH3:34])([CH3:30])[O:1][C@H:2]2[C@H:3]([N:10]2[CH:15]=[CH:14][N:13]=[C:12]([C:16]([O:18][CH3:19])=[O:17])[C:11]2=[O:20])[O:4]1. (4) Given the reactants [CH2:1]([O:8][N:9]=[C:10]([C:17]1[CH:22]=[CH:21][CH:20]=[CH:19][CH:18]=1)[C:11]1[CH:16]=[CH:15][CH:14]=[CH:13][N:12]=1)[C:2]1[CH:7]=[CH:6][CH:5]=[CH:4][CH:3]=1.[F:23][C:24]([F:31])([F:30])[S:25]([O:28]C)(=[O:27])=[O:26], predict the reaction product. The product is: [F:23][C:24]([F:31])([F:30])[S:25]([O-:28])(=[O:27])=[O:26].[CH2:1]([O:8][N:9]=[C:10]([C:17]1[CH:22]=[CH:21][CH:20]=[CH:19][CH:18]=1)[C:11]1[CH:16]=[CH:15][CH:14]=[CH:13][N+:12]=1[CH3:24])[C:2]1[CH:3]=[CH:4][CH:5]=[CH:6][CH:7]=1. (5) Given the reactants [CH2:1]([N:8]1[C:14](=[O:15])[C:13]2[CH:16]=[CH:17][CH:18]=[CH:19][C:12]=2[O:11][C:10]2[CH:20]=[CH:21][C:22](C=O)=[CH:23][C:9]1=2)[C:2]1[CH:7]=[CH:6][CH:5]=[CH:4][CH:3]=1.[Br-].[Mg+2].[Br-].[N+:29]([C:32]1[CH:50]=[CH:49][C:35]([CH2:36][O:37][C:38]([C:40]2[N:41]3[C@H:44]([S:45][CH:46]=2)[C@@H:43]([Br:47])[C:42]3=[O:48])=[O:39])=[CH:34][CH:33]=1)([O-:31])=[O:30].[CH2:51](N(CC)CC)C.[C:58]([O:61]C(=O)C)(=[O:60])[CH3:59], predict the reaction product. The product is: [N+:29]([C:32]1[CH:50]=[CH:49][C:35]([CH2:36][O:37][C:38]([C:40]2[N:41]3[C:44]([C:22]4[CH:21]=[CH:20][C:10]5[O:11][C:12]6[CH:19]=[CH:18][CH:17]=[CH:16][C:13]=6[C:14](=[O:15])[N:8]([CH2:1][C:2]6[CH:3]=[CH:4][CH:5]=[CH:6][CH:7]=6)[C:9]=5[CH:23]=4)([S:45][C:46]=2[CH3:51])[C:43]([O:61][C:58](=[O:60])[CH3:59])([Br:47])[C:42]3=[O:48])=[O:39])=[CH:34][CH:33]=1)([O-:31])=[O:30]. (6) Given the reactants Br[C:2]1[CH:17]=[CH:16][C:5]([C:6]([NH:8][CH2:9][C:10]2[CH:15]=[CH:14][CH:13]=[CH:12][N:11]=2)=[O:7])=[C:4]([CH3:18])[CH:3]=1.[CH:19]([O-])=[O:20].[Na+].[C]=O, predict the reaction product. The product is: [CH:19]([C:2]1[CH:17]=[CH:16][C:5]([C:6]([NH:8][CH2:9][C:10]2[CH:15]=[CH:14][CH:13]=[CH:12][N:11]=2)=[O:7])=[C:4]([CH3:18])[CH:3]=1)=[O:20]. (7) The product is: [CH3:1][O:2][C:3]1[CH:4]=[C:5]([N:11]2[CH2:20][C:19]3[C:14](=[N:15][C:16]([NH:38][CH2:37][CH2:36][CH2:35][CH2:34][N:31]4[CH2:30][CH2:29][N:28]([CH3:27])[CH2:33][CH2:32]4)=[N:17][CH:18]=3)[N:13]([CH2:24][CH3:25])[C:12]2=[O:26])[CH:6]=[C:7]([O:9][CH3:10])[CH:8]=1. Given the reactants [CH3:1][O:2][C:3]1[CH:4]=[C:5]([N:11]2[CH2:20][C:19]3[C:14](=[N:15][C:16](S(C)=O)=[N:17][CH:18]=3)[N:13]([CH2:24][CH3:25])[C:12]2=[O:26])[CH:6]=[C:7]([O:9][CH3:10])[CH:8]=1.[CH3:27][N:28]1[CH2:33][CH2:32][N:31]([CH2:34][CH2:35][CH2:36][CH2:37][NH2:38])[CH2:30][CH2:29]1, predict the reaction product. (8) Given the reactants [CH3:1][C:2]1[CH:7]=[CH:6][C:5]([C:8]2[C:9]([C:14]([O:16][C:17]([CH3:20])([CH3:19])[CH3:18])=[O:15])=[CH:10][CH:11]=[CH:12][CH:13]=2)=[CH:4][CH:3]=1.C1C(=O)N([Br:28])C(=O)C1.CC(N=NC(C#N)(C)C)(C#N)C, predict the reaction product. The product is: [Br:28][CH2:1][C:2]1[CH:7]=[CH:6][C:5]([C:8]2[C:9]([C:14]([O:16][C:17]([CH3:20])([CH3:19])[CH3:18])=[O:15])=[CH:10][CH:11]=[CH:12][CH:13]=2)=[CH:4][CH:3]=1.